This data is from Full USPTO retrosynthesis dataset with 1.9M reactions from patents (1976-2016). The task is: Predict the reactants needed to synthesize the given product. (1) The reactants are: [CH3:1][O:2][C:3]1[CH:10]=[CH:9][C:6]([CH2:7][NH2:8])=[CH:5][CH:4]=1.[Br:11][C:12]1[CH:17]=[C:16]([N+:18]([O-:20])=[O:19])[CH:15]=[C:14]([Br:21])[C:13]=1[CH2:22]Br.C([O-])([O-])=O.[K+].[K+]. Given the product [Br:11][C:12]1[CH:17]=[C:16]([N+:18]([O-:20])=[O:19])[CH:15]=[C:14]([Br:21])[C:13]=1[CH2:22][NH:8][CH2:7][C:6]1[CH:9]=[CH:10][C:3]([O:2][CH3:1])=[CH:4][CH:5]=1, predict the reactants needed to synthesize it. (2) Given the product [NH:24]1[C:23]2[CH:33]=[CH:34][S:35][C:22]=2[C:21]([C:10]2[NH:11][C:12]3[C:8]([CH:9]=2)=[CH:7][CH:6]=[C:5]([C:3]([OH:4])([CH2:36][CH3:37])[CH2:41][CH3:42])[CH:13]=3)=[N:25]1.[NH:24]1[C:44]2[CH:43]=[C:42]([CH2:41][OH:40])[S:35][C:22]=2[CH:21]=[N:25]1, predict the reactants needed to synthesize it. The reactants are: CO[C:3]([C:5]1[CH:13]=[C:12]2[C:8]([CH:9]=[C:10]([C:21]3[C:22]4[S:35][CH:34]=[CH:33][C:23]=4[N:24](C(OC(C)(C)C)=O)[N:25]=3)[N:11]2C(OC(C)(C)C)=O)=[CH:7][CH:6]=1)=[O:4].[CH2:36]([Mg]Br)[CH3:37].[O:40]1[CH2:44][CH2:43][CH2:42][CH2:41]1. (3) Given the product [Cl:23][C:19]1[CH:18]=[C:17]([C:4]2[NH:5][CH:6]=[C:2]([C:42]3[CH2:43][CH2:44][N:45]4[C@H:40]([CH:41]=3)[CH2:39][C@@H:38]([C:35]3[CH:34]=[CH:33][C:32]([O:31][CH3:30])=[CH:37][CH:36]=3)[CH2:46]4)[C:3]=2[C:24]2[CH:25]=[CH:26][N:27]=[CH:28][CH:29]=2)[CH:22]=[CH:21][CH:20]=1, predict the reactants needed to synthesize it. The reactants are: Br[C:2]1[C:3]([C:24]2[CH:29]=[CH:28][N:27]=[CH:26][CH:25]=2)=[C:4]([C:17]2[CH:22]=[CH:21][CH:20]=[C:19]([Cl:23])[CH:18]=2)[N:5]([Si](C(C)C)(C(C)C)C(C)C)[CH:6]=1.[CH3:30][O:31][C:32]1[CH:37]=[CH:36][C:35]([C@H:38]2[CH2:46][N:45]3[C@H:40]([CH2:41][C:42](=O)[CH2:43][CH2:44]3)[CH2:39]2)=[CH:34][CH:33]=1.C(N)(C)C. (4) Given the product [CH3:48][O:49][C:50](=[O:62])[CH:51]([NH:61][C:20]([C:19]1[C:13]2[N:12]=[C:11]([C:3]3[N:2]=[CH:1][C:10]4[C:5]([CH:4]=3)=[CH:6][CH:7]=[CH:8][CH:9]=4)[NH:15][C:14]=2[CH:16]=[CH:17][CH:18]=1)=[O:21])[CH2:52][C:53]1[CH:54]=[C:55]([F:60])[CH:56]=[C:57]([F:59])[CH:58]=1, predict the reactants needed to synthesize it. The reactants are: [CH:1]1[C:10]2[C:5](=[CH:6][CH:7]=[CH:8][CH:9]=2)[CH:4]=[C:3]([C:11]2[NH:15][C:14]3[CH:16]=[CH:17][CH:18]=[C:19]([C:20](O)=[O:21])[C:13]=3[N:12]=2)[N:2]=1.CN(C(ON1N=NC2C=CC=CC1=2)=[N+](C)C)C.F[P-](F)(F)(F)(F)F.Cl.[CH3:48][O:49][C:50](=[O:62])[CH:51]([NH2:61])[CH2:52][C:53]1[CH:58]=[C:57]([F:59])[CH:56]=[C:55]([F:60])[CH:54]=1. (5) Given the product [C:1]([CH2:3][CH2:4][C:5]1[CH:9]=[C:8]([C:10]2[CH:11]=[CH:12][C:13]([CH3:16])=[CH:14][CH:15]=2)[N:7]([C:17]2[CH:22]=[CH:21][C:20]([S:23]([NH2:26])(=[O:25])=[O:24])=[CH:19][CH:18]=2)[N:6]=1)#[N:2], predict the reactants needed to synthesize it. The reactants are: [C:1](/[CH:3]=[CH:4]/[C:5]1[CH:9]=[C:8]([C:10]2[CH:15]=[CH:14][C:13]([CH3:16])=[CH:12][CH:11]=2)[N:7]([C:17]2[CH:22]=[CH:21][C:20]([S:23]([NH2:26])(=[O:25])=[O:24])=[CH:19][CH:18]=2)[N:6]=1)#[N:2]. (6) Given the product [CH3:1][O:2][C:3]1[CH:10]=[CH:19][C:17]([N:13]([CH3:11])[C:14]([N:46]2[CH2:47][CH2:48][CH:43]([C:41](=[O:42])[C:38]3[CH:39]=[CH:40][C:35]([O:34][CH3:33])=[C:36]([CH3:49])[CH:37]=3)[CH2:44][CH2:45]2)=[O:23])=[CH:18][CH:4]=1, predict the reactants needed to synthesize it. The reactants are: [CH3:1][O:2][C:3]1[CH:10]=CC(NC)=C[CH:4]=1.[CH2:11]([N:13]([CH:17]([CH3:19])[CH3:18])[CH:14](C)C)C.ClC(Cl)([O:23]C(=O)OC(Cl)(Cl)Cl)Cl.Cl.[CH3:33][O:34][C:35]1[CH:40]=[CH:39][C:38]([C:41]([CH:43]2[CH2:48][CH2:47][NH:46][CH2:45][CH2:44]2)=[O:42])=[CH:37][C:36]=1[CH3:49]. (7) Given the product [C:16]([NH:20][S:7]([C:6]1[C:2]([Cl:1])=[C:3]([C:12]([O:14][CH3:15])=[O:13])[N:4]([CH3:11])[CH:5]=1)(=[O:9])=[O:8])([CH3:19])([CH3:18])[CH3:17], predict the reactants needed to synthesize it. The reactants are: [Cl:1][C:2]1[C:6]([S:7](Cl)(=[O:9])=[O:8])=[CH:5][N:4]([CH3:11])[C:3]=1[C:12]([O:14][CH3:15])=[O:13].[C:16]([NH2:20])([CH3:19])([CH3:18])[CH3:17].